From a dataset of Full USPTO retrosynthesis dataset with 1.9M reactions from patents (1976-2016). Predict the reactants needed to synthesize the given product. (1) Given the product [Br:22][C:23]1[CH:24]=[C:25]2[C:29](=[C:30]([C:32]([O:34][CH2:35][CH3:36])=[O:33])[CH:31]=1)[N:28]([C:37]([O:39][C:40]([CH3:41])([CH3:42])[CH3:43])=[O:38])[CH:27]=[C:26]2[CH:44]1[CH2:50][CH2:49][CH2:12][S:9](=[O:10])(=[O:11])[CH2:46][CH2:45]1, predict the reactants needed to synthesize it. The reactants are: [S:9](O[S:9]([C:12](F)(F)F)(=[O:11])=[O:10])([C:12](F)(F)F)(=[O:11])=[O:10].OO.NC(N)=O.[Br:22][C:23]1[CH:24]=[C:25]2[C:29](=[C:30]([C:32]([O:34][CH2:35][CH3:36])=[O:33])[CH:31]=1)[N:28]([C:37]([O:39][C:40]([CH3:43])([CH3:42])[CH3:41])=[O:38])[CH:27]=[C:26]2[CH:44]1[CH2:50][CH2:49]CS[CH2:46][CH2:45]1.N1C2C(=CC=CC=2)C=C1. (2) Given the product [C:10]([O:9][C:7]([N:1]1[CH2:6][CH2:5][N:4]([CH2:24][C:21]2[S:22][CH:23]=[C:19]([C:17]([O:16][CH2:14][CH3:15])=[O:18])[N:20]=2)[CH2:3][CH2:2]1)=[O:8])([CH3:13])([CH3:12])[CH3:11], predict the reactants needed to synthesize it. The reactants are: [N:1]1([C:7]([O:9][C:10]([CH3:13])([CH3:12])[CH3:11])=[O:8])[CH2:6][CH2:5][NH:4][CH2:3][CH2:2]1.[CH2:14]([O:16][C:17]([C:19]1[N:20]=[C:21]([CH2:24]Cl)[S:22][CH:23]=1)=[O:18])[CH3:15].C(=O)([O-])[O-].[K+].[K+].[I-].[Na+]. (3) The reactants are: [CH3:1][O:2][C:3](=[O:30])[CH2:4][CH:5]([N:9]1[C:13]2[CH:14]=[CH:15][CH:16]=[CH:17][C:12]=2[N:11]([CH2:18][C:19]2[C:20]3[C:27]([CH3:28])=[CH:26][CH:25]=[CH:24][C:21]=3[S:22][CH:23]=2)[C:10]1=[O:29])[CH2:6][CH2:7][OH:8].[Cr](O[Cr]([O-])(=O)=O)([O-])(=O)=[O:32].[NH+]1C=CC=CC=1.[NH+]1C=CC=CC=1.O. Given the product [CH3:1][O:2][C:3](=[O:30])[CH2:4][CH:5]([N:9]1[C:13]2[CH:14]=[CH:15][CH:16]=[CH:17][C:12]=2[N:11]([CH2:18][C:19]2[C:20]3[C:27]([CH3:28])=[CH:26][CH:25]=[CH:24][C:21]=3[S:22][CH:23]=2)[C:10]1=[O:29])[CH2:6][C:7]([OH:32])=[O:8], predict the reactants needed to synthesize it.